This data is from Catalyst prediction with 721,799 reactions and 888 catalyst types from USPTO. The task is: Predict which catalyst facilitates the given reaction. (1) Reactant: [Cl:1][C:2]1[C:10]2[N:9]=[C:8]3[N:11]([C:15]4[CH:20]=[CH:19][C:18]([Cl:21])=[CH:17][C:16]=4[Cl:22])[CH2:12][CH2:13][CH2:14][N:7]3[C:6]=2[C:5]([CH:23]([NH2:26])[CH2:24][CH3:25])=[CH:4][CH:3]=1.[CH2:27]([N:29]=[C:30]=[O:31])[CH3:28]. Product: [Cl:1][C:2]1[C:10]2[N:9]=[C:8]3[N:11]([C:15]4[CH:20]=[CH:19][C:18]([Cl:21])=[CH:17][C:16]=4[Cl:22])[CH2:12][CH2:13][CH2:14][N:7]3[C:6]=2[C:5]([CH:23]([NH:26][C:30]([NH:29][CH2:27][CH3:28])=[O:31])[CH2:24][CH3:25])=[CH:4][CH:3]=1. The catalyst class is: 7. (2) Reactant: [N+:1]([C:4]1[CH:9]=[CH:8][CH:7]=[CH:6][C:5]=1[CH2:10][C:11]([O:13][CH3:14])=[O:12])([O-])=O.[C:15](OC(=O)C)(=[O:17])[CH3:16]. Product: [C:15]([NH:1][C:4]1[CH:9]=[CH:8][CH:7]=[CH:6][C:5]=1[CH2:10][C:11]([O:13][CH3:14])=[O:12])(=[O:17])[CH3:16]. The catalyst class is: 787. (3) Reactant: [N+:1]([C:4]1[CH:9]=[CH:8][C:7]([S:10]([CH2:13][CH2:14][CH2:15][C:16]([O:18][CH2:19][CH3:20])=[O:17])(=[O:12])=[O:11])=[CH:6][CH:5]=1)([O-])=O. Product: [NH2:1][C:4]1[CH:9]=[CH:8][C:7]([S:10]([CH2:13][CH2:14][CH2:15][C:16]([O:18][CH2:19][CH3:20])=[O:17])(=[O:12])=[O:11])=[CH:6][CH:5]=1. The catalyst class is: 29. (4) Reactant: [C:1]1([C:42]2[CH:47]=[CH:46][CH:45]=[CH:44][CH:43]=2)[CH:6]=[CH:5][C:4]([C:7]2[N:12]=[C:11]3[N:13]=[C:14]([O:24][C@H:25]4[CH2:34][O:33][C@H:32]5[C@@H:27]([O:28]C(C6C=CC=CC=6)[O:30][CH2:31]5)[CH2:26]4)[N:15]([CH2:16][O:17][CH2:18][CH2:19][Si:20]([CH3:23])([CH3:22])[CH3:21])[C:10]3=[CH:9][C:8]=2[Cl:41])=[CH:3][CH:2]=1.C([SiH](CC)CC)C.C(O)(C(F)(F)F)=O.C(=O)([O-])[O-].[K+].[K+]. Product: [C:1]1([C:42]2[CH:47]=[CH:46][CH:45]=[CH:44][CH:43]=2)[CH:6]=[CH:5][C:4]([C:7]2[N:12]=[C:11]3[N:13]=[C:14]([O:24][C@H:25]4[CH2:34][O:33][C@H:32]([CH2:31][OH:30])[C@@H:27]([OH:28])[CH2:26]4)[N:15]([CH2:16][O:17][CH2:18][CH2:19][Si:20]([CH3:23])([CH3:21])[CH3:22])[C:10]3=[CH:9][C:8]=2[Cl:41])=[CH:3][CH:2]=1. The catalyst class is: 2. (5) Reactant: S(=O)(=O)(O)O.[N+:6]([O-:9])([OH:8])=[O:7].Br[CH2:11][CH2:12][CH2:13][CH2:14][C:15]([OH:17])=[O:16]. The catalyst class is: 4. Product: [N+:6]([O:9][CH2:11][CH2:12][CH2:13][CH2:14][C:15]([OH:17])=[O:16])([O-:8])=[O:7]. (6) Reactant: [CH:1](=O)[CH2:2][CH2:3][CH2:4][CH2:5][CH2:6][CH2:7][CH2:8][CH2:9][CH2:10][CH2:11][CH3:12].[ClH:14].Cl.[F:16][C:17]([F:33])([F:32])[C:18]1[CH:31]=[CH:30][C:21]([CH2:22][NH:23][C:24]([NH:26][C:27]([NH2:29])=[NH:28])=[NH:25])=[CH:20][CH:19]=1. Product: [ClH:14].[NH2:29][C:27]1[NH:26][C:24]([NH:23][CH2:22][C:21]2[CH:30]=[CH:31][C:18]([C:17]([F:16])([F:32])[F:33])=[CH:19][CH:20]=2)=[N:25][CH:1]([CH2:2][CH2:3][CH2:4][CH2:5][CH2:6][CH2:7][CH2:8][CH2:9][CH2:10][CH2:11][CH3:12])[N:28]=1. The catalyst class is: 8. (7) Reactant: [F:1][C:2]1[CH:7]=[CH:6][C:5]([C:8]2[O:12][N:11]=[C:10]([C:13]([O:15]CC)=[O:14])[CH:9]=2)=[CH:4][CH:3]=1.[OH-].[Li+]. Product: [F:1][C:2]1[CH:3]=[CH:4][C:5]([C:8]2[O:12][N:11]=[C:10]([C:13]([OH:15])=[O:14])[CH:9]=2)=[CH:6][CH:7]=1. The catalyst class is: 20.